The task is: Regression. Given a peptide amino acid sequence and an MHC pseudo amino acid sequence, predict their binding affinity value. This is MHC class I binding data.. This data is from Peptide-MHC class I binding affinity with 185,985 pairs from IEDB/IMGT. (1) The peptide sequence is VPGLSPEAL. The MHC is HLA-A01:01 with pseudo-sequence HLA-A01:01. The binding affinity (normalized) is 0.213. (2) The peptide sequence is GQKARLMAEAL. The MHC is Mamu-A07 with pseudo-sequence Mamu-A07. The binding affinity (normalized) is 0. (3) The peptide sequence is IVNGKECCY. The MHC is HLA-A68:01 with pseudo-sequence HLA-A68:01. The binding affinity (normalized) is 0.324. (4) The peptide sequence is MQLPGGWLL. The MHC is HLA-B39:01 with pseudo-sequence HLA-B39:01. The binding affinity (normalized) is 0.834. (5) The peptide sequence is NTAIFDMLY. The MHC is HLA-B44:02 with pseudo-sequence HLA-B44:02. The binding affinity (normalized) is 0.0847. (6) The peptide sequence is YVFTGYRVTK. The MHC is HLA-A03:01 with pseudo-sequence HLA-A03:01. The binding affinity (normalized) is 0.503.